Dataset: Forward reaction prediction with 1.9M reactions from USPTO patents (1976-2016). Task: Predict the product of the given reaction. (1) Given the reactants [NH2:1][C:2]1([C:7]([OH:9])=[O:8])[CH2:6][CH2:5][O:4][CH2:3]1.CC1C=CC(S(O)(=O)=O)=CC=1.O.O.[C:23]1([CH2:29][CH2:30]O)[CH:28]=[CH:27][CH:26]=[CH:25][CH:24]=1, predict the reaction product. The product is: [CH2:30]([O:8][C:7]([C:2]1([NH2:1])[CH2:6][CH2:5][O:4][CH2:3]1)=[O:9])[CH2:29][C:23]1[CH:28]=[CH:27][CH:26]=[CH:25][CH:24]=1. (2) Given the reactants Cl[C:2]1[CH:11]=[CH:10][C:9]2[C:4](=[C:5]([OH:14])[C:6]([Cl:13])=[CH:7][C:8]=2[Cl:12])[N:3]=1.[CH3:15][NH2:16], predict the reaction product. The product is: [Cl:12][C:8]1[CH:7]=[C:6]([Cl:13])[C:5]([OH:14])=[C:4]2[C:9]=1[CH:10]=[CH:11][C:2]([NH:16][CH3:15])=[N:3]2. (3) Given the reactants [O:1]1[CH:5]=[CH:4][CH:3]=[C:2]1[C:6](Cl)=O.[CH3:9][NH:10][C:11](=[S:14])[NH:12][NH2:13].C(=O)(O)[O-].[Na+].Cl, predict the reaction product. The product is: [O:1]1[CH:5]=[CH:4][CH:3]=[C:2]1[C:6]1[N:10]([CH3:9])[C:11]([SH:14])=[N:12][N:13]=1. (4) Given the reactants [OH:1][C:2]1[CH:7]=[CH:6][C:5]([S:8](Cl)(=[O:10])=[O:9])=[CH:4][CH:3]=1.C[Si](C([Si](C)(C)C)C(N)=O)(C)C.[CH3:24][C:25]1([CH3:38])[S:30][CH2:29][CH2:28][NH:27][C@H:26]1[C:31]([O:33][C:34]([CH3:37])([CH3:36])[CH3:35])=[O:32].CN1CCOCC1, predict the reaction product. The product is: [OH:1][C:2]1[CH:7]=[CH:6][C:5]([S:8]([N:27]2[CH2:28][CH2:29][S:30][C:25]([CH3:24])([CH3:38])[C@@H:26]2[C:31]([O:33][C:34]([CH3:37])([CH3:36])[CH3:35])=[O:32])(=[O:10])=[O:9])=[CH:4][CH:3]=1. (5) Given the reactants C(N(CC)CC)C.C([SiH](CC)CC)C.[CH2:15]([O:20][C:21]([N:23]1[C:27](=[O:28])[CH2:26][CH2:25][CH:24]1[C:29]([O:31]CC1C=CC=CC=1)=[O:30])=[O:22])[CH2:16][CH2:17][CH:18]=[CH2:19], predict the reaction product. The product is: [CH2:15]([O:20][C:21]([N:23]1[C:27](=[O:28])[CH2:26][CH2:25][CH:24]1[C:29]([OH:31])=[O:30])=[O:22])[CH2:16][CH2:17][CH:18]=[CH2:19].